From a dataset of Reaction yield outcomes from USPTO patents with 853,638 reactions. Predict the reaction yield, written as a fraction of the theoretical maximum amount of product (1.0 means a 100% yield; for example, 0.34 means a 34% yield). (1) The reactants are [CH3:1][C:2]1[C:7]([CH2:8]C#N)=[CH:6][C:5]([CH2:11][C:12]2[S:13][C:14]3[C:20]([F:21])=[CH:19][C:18]([F:22])=[C:17]([F:23])[C:15]=3[N:16]=2)=[C:4]([CH3:24])[N:3]=1.O.[C:26]([O-:29])(O)=[O:27].[Na+]. The catalyst is Cl. The product is [CH3:1][C:2]1[C:7]([CH2:8][C:26]([OH:29])=[O:27])=[CH:6][C:5]([CH2:11][C:12]2[S:13][C:14]3[C:20]([F:21])=[CH:19][C:18]([F:22])=[C:17]([F:23])[C:15]=3[N:16]=2)=[C:4]([CH3:24])[N:3]=1. The yield is 0.750. (2) The reactants are [C:1]([C:3]1[N:4]=[CH:5][N:6]([CH3:13])[C:7]=1[C:8](=[O:12])SCC)#[N:2].C([SiH](CC)CC)C. The catalyst is CC(C)=O.[Pd]. The product is [CH:8]([C:7]1[N:6]([CH3:13])[CH:5]=[N:4][C:3]=1[C:1]#[N:2])=[O:12]. The yield is 0.540. (3) The reactants are [CH2:1]([C:9]1[CH:14]=[CH:13][C:12]([C:15]2[CH:20]=[CH:19][C:18]([C:21]([OH:23])=O)=[CH:17][CH:16]=2)=[CH:11][CH:10]=1)[CH2:2][CH2:3][CH2:4][CH2:5][CH2:6][CH2:7][CH3:8].S(Cl)(Cl)=O.[CH3:28][S:29]([NH2:32])(=[O:31])=[O:30]. The catalyst is N1C=CC=CC=1. The product is [CH2:1]([C:9]1[CH:14]=[CH:13][C:12]([C:15]2[CH:20]=[CH:19][C:18]([C:21]([NH:32][S:29]([CH3:28])(=[O:31])=[O:30])=[O:23])=[CH:17][CH:16]=2)=[CH:11][CH:10]=1)[CH2:2][CH2:3][CH2:4][CH2:5][CH2:6][CH2:7][CH3:8]. The yield is 0.370. (4) The reactants are [F:1][CH:2]([CH2:5][N:6]1[C:11](=[O:12])[CH:10]=[N:9][C:8]2[CH:13]=[CH:14][C:15]([O:17][CH3:18])=[N:16][C:7]1=2)[CH:3]=O.[NH2:19][CH:20]1[CH2:24][N:23]([C:25]2[CH:26]=[CH:27][C:28]3[O:33][CH2:32][C:31](=[O:34])[NH:30][C:29]=3[CH:35]=2)[C:22](=[O:36])[CH2:21]1.C(O)(=O)C.S([O-])([O-])(=O)=O.[Na+].[Na+].C(O[BH-](OC(=O)C)OC(=O)C)(=O)C.[Na+]. The catalyst is CN(C)C=O.ClCCl. The product is [F:1][CH:2]([CH2:3][NH:19][CH:20]1[CH2:21][C:22](=[O:36])[N:23]([C:25]2[CH:26]=[CH:27][C:28]3[O:33][CH2:32][C:31](=[O:34])[NH:30][C:29]=3[CH:35]=2)[CH2:24]1)[CH2:5][N:6]1[C:11](=[O:12])[CH:10]=[N:9][C:8]2[CH:13]=[CH:14][C:15]([O:17][CH3:18])=[N:16][C:7]1=2. The yield is 0.410. (5) The reactants are C(Cl)(=O)C(Cl)=O.CS(C)=O.[F:11][C:12]1[CH:17]=[CH:16][CH:15]=[CH:14][C:13]=1[C:18]#[C:19][CH2:20][OH:21].CCN(CC)CC. The catalyst is C(Cl)Cl.O. The product is [F:11][C:12]1[CH:17]=[CH:16][CH:15]=[CH:14][C:13]=1[C:18]#[C:19][CH:20]=[O:21]. The yield is 1.00. (6) The reactants are Br.[NH2:2][C:3]1[N:4]=[C:5]([CH3:20])[C:6]2[CH:12]=[C:11](Br)[C:10](=[O:14])[N:9]([CH:15]3[CH2:19][CH2:18][O:17][CH2:16]3)[C:7]=2[N:8]=1.[NH:21]1[C:25](B(O)O)=[CH:24][CH:23]=[N:22]1.O1CCOCC1. The catalyst is O. The product is [NH2:2][C:3]1[N:4]=[C:5]([CH3:20])[C:6]2[CH:12]=[C:11]([C:23]3[NH:22][N:21]=[CH:25][CH:24]=3)[C:10](=[O:14])[N:9]([CH:15]3[CH2:19][CH2:18][O:17][CH2:16]3)[C:7]=2[N:8]=1. The yield is 0.360. (7) The catalyst is CO.[Pd]. The reactants are [CH3:1][N:2]1[CH2:7][CH2:6][N:5]([C:8]2[CH:13]=[CH:12][C:11]([N+:14]([O-])=O)=[C:10]([C:17]3[S:18][CH:19]=[CH:20][C:21]=3[CH3:22])[CH:9]=2)[CH2:4][CH2:3]1. The yield is 0.720. The product is [CH3:1][N:2]1[CH2:3][CH2:4][N:5]([C:8]2[CH:13]=[CH:12][C:11]([NH2:14])=[C:10]([C:17]3[S:18][CH:19]=[CH:20][C:21]=3[CH3:22])[CH:9]=2)[CH2:6][CH2:7]1. (8) The reactants are [C:1]([N:4]1[C:13]2[C:8](=[CH:9][C:10]([C:14]#[CH:15])=[CH:11][CH:12]=2)[C@H:7]([NH:16][C:17](=[O:22])[O:18][CH:19]([CH3:21])[CH3:20])[CH2:6][C@@H:5]1[CH3:23])(=[O:3])[CH3:2].CN(C)C=O.[N:29]([CH2:32][CH2:33][NH:34][C:35](=[O:41])[O:36][C:37]([CH3:40])([CH3:39])[CH3:38])=[N+:30]=[N-:31]. The yield is 0.850. The catalyst is [Cu]I.CO. The product is [C:1]([N:4]1[C:13]2[C:8](=[CH:9][C:10]([C:14]3[N:31]=[N:30][N:29]([CH2:32][CH2:33][NH:34][C:35]([O:36][C:37]([CH3:40])([CH3:39])[CH3:38])=[O:41])[CH:15]=3)=[CH:11][CH:12]=2)[C@H:7]([NH:16][C:17](=[O:22])[O:18][CH:19]([CH3:20])[CH3:21])[CH2:6][C@@H:5]1[CH3:23])(=[O:3])[CH3:2]. (9) The reactants are [OH-].[Na+].[OH:3][C:4]1[CH:14]=[CH:13][C:7]([CH:8]=[CH:9][C:10]([OH:12])=[O:11])=[CH:6][CH:5]=1.Br[CH2:16][CH2:17][C:18]1[CH:23]=[CH:22][CH:21]=[CH:20][CH:19]=1.Cl. The catalyst is C(O)C.O. The product is [CH2:16]([O:3][C:4]1[CH:5]=[CH:6][C:7]([CH:8]=[CH:9][C:10]([OH:12])=[O:11])=[CH:13][CH:14]=1)[CH2:17][C:18]1[CH:23]=[CH:22][CH:21]=[CH:20][CH:19]=1. The yield is 0.668. (10) The reactants are C([O:3][C:4]([C:6]1[CH:7]=[C:8]2[C:14]([C:15]3[CH:19]=[CH:18][O:17][CH:16]=3)=[CH:13][N:12](S(C3C=CC=CC=3)(=O)=O)[C:9]2=[N:10][CH:11]=1)=[O:5])C.[OH-].[Na+].C(O)(=O)C. The catalyst is CCO. The product is [O:17]1[CH:18]=[CH:19][C:15]([C:14]2[C:8]3[C:9](=[N:10][CH:11]=[C:6]([C:4]([OH:5])=[O:3])[CH:7]=3)[NH:12][CH:13]=2)=[CH:16]1. The yield is 0.910.